Dataset: Peptide-MHC class I binding affinity with 185,985 pairs from IEDB/IMGT. Task: Regression. Given a peptide amino acid sequence and an MHC pseudo amino acid sequence, predict their binding affinity value. This is MHC class I binding data. The peptide sequence is IISYIILFIL. The MHC is HLA-A68:02 with pseudo-sequence HLA-A68:02. The binding affinity (normalized) is 0.293.